From a dataset of Reaction yield outcomes from USPTO patents with 853,638 reactions. Predict the reaction yield, written as a fraction of the theoretical maximum amount of product (1.0 means a 100% yield; for example, 0.34 means a 34% yield). (1) The reactants are [O:1]1[C:5]2[CH:6]=[CH:7][C:8]([C:10]3[S:11][CH:12]=[C:13]([C:15]([OH:17])=O)[N:14]=3)=[CH:9][C:4]=2[CH2:3][CH2:2]1.N[C:19]1[N:23]=[C:22]([NH2:24])[NH:21][N:20]=1.F[P-](F)(F)(F)(F)F.N1([O:41][C:42](N(C)C)=[N+:43](C)[CH3:44])C2C=CC=CC=2N=N1.C(N(CC)C(C)C)(C)C. The catalyst is CN(C)C=O.CN(C)C1C=CN=CC=1.CCOC(C)=O. The product is [O:1]1[C:5]2[CH:6]=[CH:7][C:8]([C:10]3[S:11][CH:12]=[C:13]([C:15]([NH:24][C:22]4[NH:21][N:20]=[C:19]([C:42](=[O:41])[NH:43][CH3:44])[N:23]=4)=[O:17])[N:14]=3)=[CH:9][C:4]=2[CH2:3][CH2:2]1. The yield is 0.0300. (2) The reactants are [N+:1]([C:4]1[CH:9]=[CH:8][C:7]([C:10]2[O:11][C:12]3[CH:13]=[N:14][CH:15]=[CH:16][C:17]=3[N:18]=2)=[CH:6][CH:5]=1)([O-])=O.[NH4+].[Cl-].O. The catalyst is [Fe].CO. The product is [N:18]1[C:17]2[CH:16]=[CH:15][N:14]=[CH:13][C:12]=2[O:11][C:10]=1[C:7]1[CH:6]=[CH:5][C:4]([NH2:1])=[CH:9][CH:8]=1. The yield is 0.640.